This data is from Forward reaction prediction with 1.9M reactions from USPTO patents (1976-2016). The task is: Predict the product of the given reaction. (1) The product is: [N:1]1([C:2]2[C:7]3[O:8][CH2:9][C:10](=[O:12])[NH:11][C:6]=3[CH:5]=[CH:4][CH:3]=2)[CH2:19][CH2:18][NH:17][CH2:16][CH2:15]1. Given the reactants [NH2:1][C:2]1[C:7]2[O:8][CH2:9][C:10](=[O:12])[NH:11][C:6]=2[CH:5]=[CH:4][CH:3]=1.Cl.Cl[CH2:15][CH2:16][NH:17][CH2:18][CH2:19]Cl, predict the reaction product. (2) Given the reactants [CH3:1][O:2][C:3]1[CH:4]=[C:5]([S-:9])[CH:6]=[CH:7][CH:8]=1.ClCO[CH2:13][C:14]([C:16]1[CH:21]=[CH:20][CH:19]=[CH:18][CH:17]=1)=[O:15].[CH3:22][OH:23], predict the reaction product. The product is: [CH3:22][O:23][C:19]1[CH:18]=[CH:17][C:16]([C:14](=[O:15])[CH2:13][S:9][C:5]2[CH:6]=[CH:7][CH:8]=[C:3]([O:2][CH3:1])[CH:4]=2)=[CH:21][CH:20]=1. (3) The product is: [CH:25]([O:14][C:12]1[CH:11]=[C:6]([C:7]([O:9][CH3:10])=[O:8])[CH:5]=[C:4]([CH:13]=1)[C:3]([O:2][CH3:1])=[O:15])([CH3:27])[CH3:26]. Given the reactants [CH3:1][O:2][C:3](=[O:15])[C:4]1[CH:13]=[C:12]([OH:14])[CH:11]=[C:6]([C:7]([O:9][CH3:10])=[O:8])[CH:5]=1.C(=O)([O-])[O-].[K+].[K+].[I-].[K+].Br[CH:25]([CH3:27])[CH3:26], predict the reaction product. (4) Given the reactants [H-].[Na+].FC1C=CNC=1C(OCC)=O.IC.Cl.[Cl:17][S:18]([OH:21])(=O)=[O:19].[F:22][C:23]1[CH:27]=[CH:26][N:25]([CH3:28])[C:24]=1[C:29]([O:31][CH2:32][CH3:33])=[O:30].C(OC(C1N(C)C=C(S(O)(=O)=O)C=1F)=O)C.O=S(Cl)Cl, predict the reaction product. The product is: [Cl:17][S:18]([C:27]1[C:23]([F:22])=[C:24]([C:29]([O:31][CH2:32][CH3:33])=[O:30])[N:25]([CH3:28])[CH:26]=1)(=[O:21])=[O:19].